Dataset: NCI-60 drug combinations with 297,098 pairs across 59 cell lines. Task: Regression. Given two drug SMILES strings and cell line genomic features, predict the synergy score measuring deviation from expected non-interaction effect. (1) Drug 1: C(=O)(N)NO. Drug 2: CC1C(C(CC(O1)OC2CC(CC3=C2C(=C4C(=C3O)C(=O)C5=CC=CC=C5C4=O)O)(C(=O)C)O)N)O. Cell line: MDA-MB-435. Synergy scores: CSS=51.2, Synergy_ZIP=-0.203, Synergy_Bliss=2.97, Synergy_Loewe=-69.3, Synergy_HSA=0.142. (2) Drug 1: CC1=C2C(C(=O)C3(C(CC4C(C3C(C(C2(C)C)(CC1OC(=O)C(C(C5=CC=CC=C5)NC(=O)OC(C)(C)C)O)O)OC(=O)C6=CC=CC=C6)(CO4)OC(=O)C)OC)C)OC. Drug 2: CC1CCCC2(C(O2)CC(NC(=O)CC(C(C(=O)C(C1O)C)(C)C)O)C(=CC3=CSC(=N3)C)C)C. Cell line: A498. Synergy scores: CSS=25.4, Synergy_ZIP=-0.175, Synergy_Bliss=-2.52, Synergy_Loewe=-7.28, Synergy_HSA=-1.98. (3) Drug 1: COCCOC1=C(C=C2C(=C1)C(=NC=N2)NC3=CC=CC(=C3)C#C)OCCOC.Cl. Drug 2: B(C(CC(C)C)NC(=O)C(CC1=CC=CC=C1)NC(=O)C2=NC=CN=C2)(O)O. Cell line: HS 578T. Synergy scores: CSS=66.9, Synergy_ZIP=-0.0916, Synergy_Bliss=-2.95, Synergy_Loewe=-23.8, Synergy_HSA=-2.92. (4) Drug 1: CC12CCC(CC1=CCC3C2CCC4(C3CC=C4C5=CN=CC=C5)C)O. Drug 2: C1=CC(=CC=C1CCC2=CNC3=C2C(=O)NC(=N3)N)C(=O)NC(CCC(=O)O)C(=O)O. Cell line: HCC-2998. Synergy scores: CSS=38.8, Synergy_ZIP=0.986, Synergy_Bliss=1.41, Synergy_Loewe=-7.89, Synergy_HSA=2.85. (5) Drug 2: CC1=C(C(=CC=C1)Cl)NC(=O)C2=CN=C(S2)NC3=CC(=NC(=N3)C)N4CCN(CC4)CCO. Synergy scores: CSS=17.2, Synergy_ZIP=-5.69, Synergy_Bliss=-6.18, Synergy_Loewe=-1.90, Synergy_HSA=-0.803. Drug 1: CC1C(C(CC(O1)OC2CC(CC3=C2C(=C4C(=C3O)C(=O)C5=C(C4=O)C(=CC=C5)OC)O)(C(=O)C)O)N)O.Cl. Cell line: KM12. (6) Drug 1: CC1C(C(CC(O1)OC2CC(CC3=C2C(=C4C(=C3O)C(=O)C5=C(C4=O)C(=CC=C5)OC)O)(C(=O)CO)O)N)O.Cl. Drug 2: CS(=O)(=O)OCCCCOS(=O)(=O)C. Cell line: HL-60(TB). Synergy scores: CSS=47.9, Synergy_ZIP=3.96, Synergy_Bliss=1.65, Synergy_Loewe=12.0, Synergy_HSA=5.85. (7) Drug 1: CC1=C(C(=CC=C1)Cl)NC(=O)C2=CN=C(S2)NC3=CC(=NC(=N3)C)N4CCN(CC4)CCO. Drug 2: N.N.Cl[Pt+2]Cl. Cell line: SF-268. Synergy scores: CSS=62.6, Synergy_ZIP=-1.81, Synergy_Bliss=-3.08, Synergy_Loewe=-1.61, Synergy_HSA=-0.838. (8) Drug 1: C1=NC2=C(N=C(N=C2N1C3C(C(C(O3)CO)O)F)Cl)N. Drug 2: B(C(CC(C)C)NC(=O)C(CC1=CC=CC=C1)NC(=O)C2=NC=CN=C2)(O)O. Cell line: NCI-H322M. Synergy scores: CSS=45.6, Synergy_ZIP=4.85, Synergy_Bliss=4.25, Synergy_Loewe=0.229, Synergy_HSA=4.70. (9) Drug 1: COC1=C(C=C2C(=C1)N=CN=C2NC3=CC(=C(C=C3)F)Cl)OCCCN4CCOCC4. Drug 2: CC1CCC2CC(C(=CC=CC=CC(CC(C(=O)C(C(C(=CC(C(=O)CC(OC(=O)C3CCCCN3C(=O)C(=O)C1(O2)O)C(C)CC4CCC(C(C4)OC)OCCO)C)C)O)OC)C)C)C)OC. Cell line: UACC62. Synergy scores: CSS=31.0, Synergy_ZIP=-0.967, Synergy_Bliss=3.38, Synergy_Loewe=6.40, Synergy_HSA=7.12. (10) Synergy scores: CSS=-3.47, Synergy_ZIP=2.27, Synergy_Bliss=0.518, Synergy_Loewe=-1.81, Synergy_HSA=-2.37. Drug 1: CC12CCC3C(C1CCC2O)C(CC4=C3C=CC(=C4)O)CCCCCCCCCS(=O)CCCC(C(F)(F)F)(F)F. Cell line: KM12. Drug 2: C1=CN(C=N1)CC(O)(P(=O)(O)O)P(=O)(O)O.